Dataset: Full USPTO retrosynthesis dataset with 1.9M reactions from patents (1976-2016). Task: Predict the reactants needed to synthesize the given product. Given the product [NH2:1][C:2]1[CH:10]=[CH:9][CH:8]=[C:7]([Cl:11])[C:3]=1[CH2:4][OH:5], predict the reactants needed to synthesize it. The reactants are: [NH2:1][C:2]1[CH:10]=[CH:9][CH:8]=[C:7]([Cl:11])[C:3]=1[C:4](O)=[O:5].[H-].[Al+3].[Li+].[H-].[H-].[H-].O.[OH-].[Na+].